Task: Predict the product of the given reaction.. Dataset: Forward reaction prediction with 1.9M reactions from USPTO patents (1976-2016) (1) Given the reactants [Cl:1][C:2]1[CH:25]=[CH:24][C:5]2[NH:6][C:7]([S:9][C:10]3[CH:11]=[CH:12][C:13]([N+:21]([O-])=O)=[C:14]4[C:18]=3[NH:17][CH:16]=[C:15]4[CH:19]=[O:20])=[N:8][C:4]=2[CH:3]=1, predict the reaction product. The product is: [NH2:21][C:13]1[CH:12]=[CH:11][C:10]([S:9][C:7]2[NH:6][C:5]3[CH:24]=[CH:25][C:2]([Cl:1])=[CH:3][C:4]=3[N:8]=2)=[C:18]2[C:14]=1[C:15]([CH:19]=[O:20])=[CH:16][NH:17]2. (2) Given the reactants Br[C:2]1(Br)[C:10]2[C:5](=[N:6][CH:7]=[CH:8][C:9]=2[Cl:11])[NH:4][C:3]1=[O:12].CC(O)=O.CO.CCOC(C)=O, predict the reaction product. The product is: [Cl:11][C:9]1[CH:8]=[CH:7][N:6]=[C:5]2[NH:4][C:3](=[O:12])[CH2:2][C:10]=12. (3) Given the reactants Cl[C:2]1[CH:3]=[CH:4][C:5]2[N:6]([C:8]([CH2:11][C:12]3[CH:13]=[C:14]4[C:19](=[CH:20][C:21]=3[F:22])[N:18]=[CH:17][CH:16]=[CH:15]4)=[CH:9][N:10]=2)[N:7]=1.[C:23]([O:27][C:28]([N:30]1[CH2:33][CH:32]([N:34]2[CH:38]=[C:37](B3OC(C)(C)C(C)(C)O3)[CH:36]=[N:35]2)[CH2:31]1)=[O:29])([CH3:26])([CH3:25])[CH3:24].COCCOC.C([O-])([O-])=O.[K+].[K+], predict the reaction product. The product is: [C:23]([O:27][C:28]([N:30]1[CH2:33][CH:32]([N:34]2[CH:38]=[C:37]([C:2]3[CH:3]=[CH:4][C:5]4[N:6]([C:8]([CH2:11][C:12]5[CH:13]=[C:14]6[C:19](=[CH:20][C:21]=5[F:22])[N:18]=[CH:17][CH:16]=[CH:15]6)=[CH:9][N:10]=4)[N:7]=3)[CH:36]=[N:35]2)[CH2:31]1)=[O:29])([CH3:26])([CH3:24])[CH3:25]. (4) Given the reactants [CH3:1][N:2]1[C:6]([C:7]2[CH:12]=[C:11]([O:13][C:14]([F:17])([F:16])[F:15])[CH:10]=[CH:9][C:8]=2[OH:18])=[CH:5][CH:4]=[N:3]1.[C:19]([C:21]1[CH:22]=[C:23]([S:28]([NH:31][C:32]2[S:33][CH:34]=[CH:35][N:36]=2)(=[O:30])=[O:29])[CH:24]=[CH:25][C:26]=1F)#[N:20], predict the reaction product. The product is: [C:19]([C:21]1[CH:22]=[C:23]([S:28]([NH:31][C:32]2[S:33][CH:34]=[CH:35][N:36]=2)(=[O:30])=[O:29])[CH:24]=[CH:25][C:26]=1[O:18][C:8]1[CH:9]=[CH:10][C:11]([O:13][C:14]([F:15])([F:16])[F:17])=[CH:12][C:7]=1[C:6]1[N:2]([CH3:1])[N:3]=[CH:4][CH:5]=1)#[N:20].